Predict the reactants needed to synthesize the given product. From a dataset of Full USPTO retrosynthesis dataset with 1.9M reactions from patents (1976-2016). Given the product [C:30]([C:28]1[CH:29]=[C:25]([NH:24][C:22]([NH:21][C:19]2[CH:18]=[CH:17][N:16]=[C:15]([O:14][CH:11]3[CH2:10][CH2:9][NH:8][CH2:13][CH2:12]3)[CH:20]=2)=[O:23])[N:26]([C:34]2[CH:39]=[CH:38][C:37]([CH3:40])=[CH:36][CH:35]=2)[N:27]=1)([CH3:33])([CH3:31])[CH3:32], predict the reactants needed to synthesize it. The reactants are: C(OC([N:8]1[CH2:13][CH2:12][CH:11]([O:14][C:15]2[CH:20]=[C:19]([NH:21][C:22]([NH:24][C:25]3[N:26]([C:34]4[CH:39]=[CH:38][C:37]([CH3:40])=[CH:36][CH:35]=4)[N:27]=[C:28]([C:30]([CH3:33])([CH3:32])[CH3:31])[CH:29]=3)=[O:23])[CH:18]=[CH:17][N:16]=2)[CH2:10][CH2:9]1)=O)(C)(C)C.CCOC(C)=O.Cl.